From a dataset of Full USPTO retrosynthesis dataset with 1.9M reactions from patents (1976-2016). Predict the reactants needed to synthesize the given product. Given the product [F:23][C:24]1[CH:29]=[C:28]([S:51]([C:2]2[CH:3]=[N:4][C:5]3[C:10]([CH:11]=2)=[CH:9][CH:8]=[CH:7][C:6]=3[N+:12]([O-:14])=[O:13])(=[O:54])=[O:52])[CH:27]=[CH:26][CH:25]=1, predict the reactants needed to synthesize it. The reactants are: I[C:2]1[CH:3]=[N:4][C:5]2[C:10]([CH:11]=1)=[CH:9][CH:8]=[CH:7][C:6]=2[N+:12]([O-:14])=[O:13].[O-]P([O-])([O-])=O.[K+].[K+].[K+].[F:23][C:24]1[CH:25]=[C:26](S)[CH:27]=[CH:28][CH:29]=1.O.O.O.O.O.O.[Mg+2].C(O[O-])(=O)C1C(=CC=CC=1)C([O-])=O.[S:51](S([O-])=O)([O-:54])(=O)=[O:52].[Na+].[Na+].